This data is from Full USPTO retrosynthesis dataset with 1.9M reactions from patents (1976-2016). The task is: Predict the reactants needed to synthesize the given product. (1) The reactants are: [Br:1][C:2]1[CH:3]=[CH:4][C:5]([O:32][C:33]2[CH:38]=[CH:37][C:36]([C:39](F)=[O:40])=[CH:35][CH:34]=2)=[C:6]([CH:8]2[C:13]3([C:21]4[C:16](=[CH:17][C:18]([Cl:22])=[CH:19][CH:20]=4)[NH:15][C:14]3=[O:23])[CH:12]([C:24]3[CH:29]=[CH:28][CH:27]=[C:26]([Cl:30])[CH:25]=3)[CH2:11][C:10](=[O:31])[NH:9]2)[CH:7]=1.[NH2:42][C:43]([CH3:47])([CH3:46])[CH2:44][OH:45].CN1CCOCC1. Given the product [Br:1][C:2]1[CH:3]=[CH:4][C:5]([O:32][C:33]2[CH:38]=[CH:37][C:36]([C:39](=[O:40])[NH:42][C:43]([CH3:47])([CH3:46])[CH2:44][OH:45])=[CH:35][CH:34]=2)=[C:6]([CH:8]2[C:13]3([C:21]4[C:16](=[CH:17][C:18]([Cl:22])=[CH:19][CH:20]=4)[NH:15][C:14]3=[O:23])[CH:12]([C:24]3[CH:29]=[CH:28][CH:27]=[C:26]([Cl:30])[CH:25]=3)[CH2:11][C:10](=[O:31])[NH:9]2)[CH:7]=1, predict the reactants needed to synthesize it. (2) The reactants are: [C:1]([C:5]1[CH:6]=[C:7]([C:11]([NH2:13])=O)[N:8]([CH3:10])[N:9]=1)([CH3:4])([CH3:3])[CH3:2]. Given the product [C:1]([C:5]1[CH:6]=[C:7]([C:11]#[N:13])[N:8]([CH3:10])[N:9]=1)([CH3:4])([CH3:2])[CH3:3], predict the reactants needed to synthesize it. (3) Given the product [CH2:1]([O:3][C:4](=[O:13])[C:5]1[CH:10]=[C:9]([CH3:11])[N:8]=[C:7]([NH:12][C:14](=[O:16])[CH3:15])[CH:6]=1)[CH3:2], predict the reactants needed to synthesize it. The reactants are: [CH2:1]([O:3][C:4](=[O:13])[C:5]1[CH:10]=[C:9]([CH3:11])[N:8]=[C:7]([NH2:12])[CH:6]=1)[CH3:2].[C:14](OC(=O)C)(=[O:16])[CH3:15].